Dataset: Buchwald-Hartwig C-N cross coupling reaction yields with 55,370 reactions. Task: Predict the reaction yield, written as a fraction of the theoretical maximum amount of product (1.0 means a 100% yield; for example, 0.34 means a 34% yield). (1) No catalyst specified. The product is COc1ccc(Nc2ccc(C)cc2)cc1. The yield is 0.438. The reactants are COc1ccc(Br)cc1.Cc1ccc(N)cc1.O=S(=O)(O[Pd]1c2ccccc2-c2ccccc2N~1)C(F)(F)F.COc1ccc(OC)c(P([C@]23C[C@H]4C[C@H](C[C@H](C4)C2)C3)[C@]23C[C@H]4C[C@H](C[C@H](C4)C2)C3)c1-c1c(C(C)C)cc(C(C)C)cc1C(C)C.CN1CCCN2CCCN=C12.Cc1cc(-n2cccc2)no1. (2) The reactants are Ic1ccccn1.Cc1ccc(N)cc1.O=S(=O)(O[Pd]1c2ccccc2-c2ccccc2N~1)C(F)(F)F.CC(C)c1cc(C(C)C)c(-c2ccccc2P(C2CCCCC2)C2CCCCC2)c(C(C)C)c1.CN(C)C(=NC(C)(C)C)N(C)C.c1ccc(CN(Cc2ccccc2)c2ccno2)cc1. No catalyst specified. The product is Cc1ccc(Nc2ccccn2)cc1. The yield is 0.408. (3) The product is Cc1ccc(Nc2ccc(C(F)(F)F)cc2)cc1. No catalyst specified. The reactants are FC(F)(F)c1ccc(I)cc1.Cc1ccc(N)cc1.O=S(=O)(O[Pd]1c2ccccc2-c2ccccc2N~1)C(F)(F)F.COc1ccc(OC)c(P([C@]23C[C@H]4C[C@H](C[C@H](C4)C2)C3)[C@]23C[C@H]4C[C@H](C[C@H](C4)C2)C3)c1-c1c(C(C)C)cc(C(C)C)cc1C(C)C.CN(C)C(=NC(C)(C)C)N(C)C.CCOC(=O)c1ccon1. The yield is 0.366. (4) The reactants are COc1ccc(I)cc1.Cc1ccc(N)cc1.O=S(=O)(O[Pd]1c2ccccc2-c2ccccc2N~1)C(F)(F)F.CC(C)c1cc(C(C)C)c(-c2ccccc2P(C2CCCCC2)C2CCCCC2)c(C(C)C)c1.CCN=P(N=P(N(C)C)(N(C)C)N(C)C)(N(C)C)N(C)C.Cc1cc(C)on1. No catalyst specified. The product is COc1ccc(Nc2ccc(C)cc2)cc1. The yield is 0.412. (5) The reactants are FC(F)(F)c1ccc(Br)cc1.Cc1ccc(N)cc1.O=S(=O)(O[Pd]1c2ccccc2-c2ccccc2N~1)C(F)(F)F.COc1ccc(OC)c(P(C(C)(C)C)C(C)(C)C)c1-c1c(C(C)C)cc(C(C)C)cc1C(C)C.CN(C)C(=NC(C)(C)C)N(C)C.c1ccc2nocc2c1. No catalyst specified. The product is Cc1ccc(Nc2ccc(C(F)(F)F)cc2)cc1. The yield is 0.0422.